From a dataset of Forward reaction prediction with 1.9M reactions from USPTO patents (1976-2016). Predict the product of the given reaction. (1) Given the reactants [Cl-].O[NH3+:3].[C:4](=[O:7])([O-])[OH:5].[Na+].CS(C)=O.[CH2:13]([C:17]1[CH:22]=[CH:21][C:20]([N:23]2[C:28](=[O:29])[C:27]([CH2:30][C:31]3[CH:36]=[CH:35][C:34]([C:37]4[C:38]([C:43]#[N:44])=[CH:39][CH:40]=[CH:41][CH:42]=4)=[CH:33][CH:32]=3)=[C:26]([CH2:45][CH2:46][CH3:47])[N:25]=[C:24]2[CH3:48])=[CH:19][CH:18]=1)[CH:14]([CH3:16])[CH3:15], predict the reaction product. The product is: [CH2:13]([C:17]1[CH:18]=[CH:19][C:20]([N:23]2[C:28](=[O:29])[C:27]([CH2:30][C:31]3[CH:32]=[CH:33][C:34]([C:37]4[CH:42]=[CH:41][CH:40]=[CH:39][C:38]=4[C:43]4[NH:3][C:4](=[O:7])[O:5][N:44]=4)=[CH:35][CH:36]=3)=[C:26]([CH2:45][CH2:46][CH3:47])[N:25]=[C:24]2[CH3:48])=[CH:21][CH:22]=1)[CH:14]([CH3:16])[CH3:15]. (2) Given the reactants Br[C:2]1[CH:7]=[CH:6][N:5]=[CH:4][C:3]=1[N:8]([CH3:25])[C:9](=[O:24])[C:10]1[CH:15]=[C:14]([C:16]([F:19])([F:18])[F:17])[CH:13]=[C:12]([C:20]([F:23])([F:22])[F:21])[CH:11]=1.[F:26][C:27]1[C:32]([F:33])=[CH:31][C:30](B(O)O)=[C:29]([O:37][CH3:38])[CH:28]=1, predict the reaction product. The product is: [F:26][C:27]1[C:32]([F:33])=[CH:31][C:30]([C:2]2[CH:7]=[CH:6][N:5]=[CH:4][C:3]=2[N:8]([CH3:25])[C:9](=[O:24])[C:10]2[CH:15]=[C:14]([C:16]([F:19])([F:18])[F:17])[CH:13]=[C:12]([C:20]([F:23])([F:22])[F:21])[CH:11]=2)=[C:29]([O:37][CH3:38])[CH:28]=1. (3) The product is: [Cl:10][C:11]1[CH:16]=[CH:15][C:14]([N:1]2[C:9]3=[CH:8][N:7]=[CH:6][CH:5]=[C:4]3[CH:3]=[CH:2]2)=[CH:13][CH:12]=1. Given the reactants [NH:1]1[C:9]2[C:4](=[CH:5][CH:6]=[N:7][CH:8]=2)[CH:3]=[CH:2]1.[Cl:10][C:11]1[CH:16]=[CH:15][C:14](I)=[CH:13][CH:12]=1.CNCCNC.[O-]P([O-])([O-])=O.[K+].[K+].[K+], predict the reaction product. (4) Given the reactants [CH2:1]([C:5]1[NH:10][C:9]([CH3:12])([CH3:11])[N:8]([C:13]2[CH:18]=[CH:17][C:16]([OH:19])=[CH:15][CH:14]=2)[C:7](=[O:20])[C:6]=1[CH2:21][C:22]1[CH:27]=[C:26]([CH2:28][CH2:29][CH3:30])[C:25]([O:31][Si:32]([C:35]([CH3:38])([CH3:37])[CH3:36])([CH3:34])[CH3:33])=[C:24]([CH2:39][CH2:40][CH3:41])[CH:23]=1)[CH2:2][CH2:3][CH3:4].C(=O)([O-])[O-].[K+].[K+].[CH2:48](I)[CH3:49], predict the reaction product. The product is: [CH2:1]([C:5]1[NH:10][C:9]([CH3:11])([CH3:12])[N:8]([C:13]2[CH:14]=[CH:15][C:16]([O:19][CH2:48][CH3:49])=[CH:17][CH:18]=2)[C:7](=[O:20])[C:6]=1[CH2:21][C:22]1[CH:23]=[C:24]([CH2:39][CH2:40][CH3:41])[C:25]([O:31][Si:32]([C:35]([CH3:38])([CH3:37])[CH3:36])([CH3:33])[CH3:34])=[C:26]([CH2:28][CH2:29][CH3:30])[CH:27]=1)[CH2:2][CH2:3][CH3:4]. (5) Given the reactants [F:1][C:2]1[CH:31]=[CH:30][C:5]([C:6]([NH:8][CH2:9][C:10]2([C:26]([F:29])([F:28])[F:27])[C:15]3[CH:16]=[C:17]([N:20]4[CH:24]=[CH:23][CH:22]=[N:21]4)[CH:18]=[CH:19][C:14]=3[NH:13][C:12](=[O:25])[O:11]2)=[O:7])=[CH:4][CH:3]=1.CCCCCC, predict the reaction product. The product is: [F:1][C:2]1[CH:31]=[CH:30][C:5]([C:6]([NH:8][CH2:9][C@:10]2([C:26]([F:28])([F:27])[F:29])[C:15]3[CH:16]=[C:17]([N:20]4[CH:24]=[CH:23][CH:22]=[N:21]4)[CH:18]=[CH:19][C:14]=3[NH:13][C:12](=[O:25])[O:11]2)=[O:7])=[CH:4][CH:3]=1. (6) Given the reactants CC1(C)COB([C:8]2[CH:13]=[CH:12][C:11]([C:14]3([OH:18])[CH2:17][CH2:16][CH2:15]3)=[C:10]([O:19][CH3:20])[CH:9]=2)OC1.Br[C:23]1[CH:24]=[C:25]2[C:29](=[CH:30][C:31]=1[Cl:32])[NH:28][N:27]=[C:26]2[C:33]([OH:35])=[O:34].C(=O)([O-])[O-].[K+].[K+].OS([O-])(=O)=O.[Na+], predict the reaction product. The product is: [Cl:32][C:31]1[CH:30]=[C:29]2[C:25]([C:26]([C:33]([OH:35])=[O:34])=[N:27][NH:28]2)=[CH:24][C:23]=1[C:8]1[CH:13]=[CH:12][C:11]([C:14]2([OH:18])[CH2:15][CH2:16][CH2:17]2)=[C:10]([O:19][CH3:20])[CH:9]=1.